From a dataset of Catalyst prediction with 721,799 reactions and 888 catalyst types from USPTO. Predict which catalyst facilitates the given reaction. The catalyst class is: 2. Product: [N:27]1[C:28]2[NH:29][CH2:30][CH2:31][CH2:32][C:33]=2[CH:34]=[CH:35][C:26]=1[CH2:25][CH2:24][CH2:23][C:20]1[S:19][C:18]([CH2:17][C@@H:16]([C:36]([O:38][CH3:2])=[O:37])[NH2:15])=[CH:22][CH:21]=1. Reactant: F[C:2](F)(F)C(O)=O.C(OC([NH:15][C@H:16]([C:36]([O-:38])=[O:37])[CH2:17][C:18]1[S:19][C:20]([CH2:23][CH2:24][CH2:25][C:26]2[CH:35]=[CH:34][C:33]3[CH2:32][CH2:31][CH2:30][NH:29][C:28]=3[N:27]=2)=[CH:21][CH:22]=1)=O)(C)(C)C.